From a dataset of Catalyst prediction with 721,799 reactions and 888 catalyst types from USPTO. Predict which catalyst facilitates the given reaction. (1) Reactant: [O:1]=[C:2]1[NH:7][C:6]2[CH:8]=[CH:9][C:10]([NH:12][C:13](=[O:17])[C:14]([OH:16])=O)=[CH:11][C:5]=2[O:4][CH2:3]1.[CH2:18]([CH:26]1[CH2:31][CH2:30][NH:29][CH2:28][CH2:27]1)[CH2:19][C:20]1[CH:25]=[CH:24][CH:23]=[CH:22][CH:21]=1. Product: [O:16]=[C:14]([N:29]1[CH2:30][CH2:31][CH:26]([CH2:18][CH2:19][C:20]2[CH:25]=[CH:24][CH:23]=[CH:22][CH:21]=2)[CH2:27][CH2:28]1)[C:13]([NH:12][C:10]1[CH:9]=[CH:8][C:6]2[NH:7][C:2](=[O:1])[CH2:3][O:4][C:5]=2[CH:11]=1)=[O:17]. The catalyst class is: 27. (2) Reactant: [NH:1]1[CH2:4][CH:3]([CH2:5][NH:6][C:7]2[CH:33]=[C:32]([N:34]3[CH2:39][CH2:38][N:37]([CH3:40])[CH2:36][CH2:35]3)[CH:31]=[CH:30][C:8]=2[C:9]([NH:11][C:12]2[C:20]3[C:15](=[CH:16][CH:17]=[C:18]([CH2:21][C:22]4[CH:27]=[C:26]([F:28])[CH:25]=[C:24]([F:29])[CH:23]=4)[CH:19]=3)[NH:14][N:13]=2)=[O:10])[CH2:2]1.C=O.O.[C:44](O[BH-](OC(=O)C)OC(=O)C)(=O)C.[Na+]. Product: [F:28][C:26]1[CH:27]=[C:22]([CH:23]=[C:24]([F:29])[CH:25]=1)[CH2:21][C:18]1[CH:19]=[C:20]2[C:15](=[CH:16][CH:17]=1)[NH:14][N:13]=[C:12]2[NH:11][C:9](=[O:10])[C:8]1[CH:30]=[CH:31][C:32]([N:34]2[CH2:35][CH2:36][N:37]([CH3:40])[CH2:38][CH2:39]2)=[CH:33][C:7]=1[NH:6][CH2:5][CH:3]1[CH2:2][N:1]([CH3:44])[CH2:4]1. The catalyst class is: 4. (3) Reactant: O.[ClH:2].[NH:3]1[CH2:8][CH2:7][C:6](=O)[CH2:5][CH2:4]1.[C:10]([O:14][C:15](=[O:18])[NH:16][NH2:17])([CH3:13])([CH3:12])[CH3:11]. Product: [ClH:2].[C:10]([O:14][C:15]([NH:16][N:17]=[C:6]1[CH2:7][CH2:8][NH:3][CH2:4][CH2:5]1)=[O:18])([CH3:13])([CH3:12])[CH3:11]. The catalyst class is: 5. (4) Reactant: C(OC([NH:8][C:9]([NH:18][CH2:19][CH2:20][CH2:21][CH2:22][C:23]([NH:25][C:26]1[C:27]([S:60][CH2:61][CH2:62][NH:63]C(OC(C)(C)C)=O)=[C:28]([NH:36][C:37]([NH:39][C:40]2[CH:59]=[CH:58][C:43]([O:44][C:45]3[CH:46]=[C:47]([NH+:55]([O-:57])[OH:56])[CH:48]=[C:49]([C:51]([F:54])([F:53])[F:52])[CH:50]=3)=[CH:42][CH:41]=2)=[O:38])[CH:29]=[C:30]([C:32]([F:35])([F:34])[F:33])[CH:31]=1)=[O:24])=[N:10]C(OC(C)(C)C)=O)=O)(C)(C)C.FC(F)(F)C(O)=O. Product: [NH2:63][CH2:62][CH2:61][S:60][C:27]1[C:28]([NH:36][C:37]([NH:39][C:40]2[CH:41]=[CH:42][C:43]([O:44][C:45]3[CH:46]=[C:47]([N+:55]([O-:57])=[O:56])[CH:48]=[C:49]([C:51]([F:52])([F:54])[F:53])[CH:50]=3)=[CH:58][CH:59]=2)=[O:38])=[CH:29][C:30]([C:32]([F:35])([F:34])[F:33])=[CH:31][C:26]=1[NH:25][C:23]([CH2:22][CH2:21][CH2:20][CH2:19][NH:18][C:9]([NH2:10])=[NH:8])=[O:24]. The catalyst class is: 2.